From a dataset of Reaction yield outcomes from USPTO patents with 853,638 reactions. Predict the reaction yield, written as a fraction of the theoretical maximum amount of product (1.0 means a 100% yield; for example, 0.34 means a 34% yield). The product is [CH3:56][N:55]([CH3:57])[O:54][CH2:53][CH2:52][O:51][C@@H:39]1[C@H:38]([OH:58])[C@@H:37]([CH2:36][OH:35])[O:41][C@H:40]1[N:42]1[CH:49]=[C:48]([CH3:50])[C:46](=[O:47])[NH:45][C:43]1=[O:44]. The reactants are F.F.F.C(N(CC)CC)C.C(N(CC)CC)C.[Si]([O:35][CH2:36][C@H:37]1[O:41][C@@H:40]([N:42]2[CH:49]=[C:48]([CH3:50])[C:46](=[O:47])[NH:45][C:43]2=[O:44])[C@H:39]([O:51][CH2:52][CH2:53][O:54][N:55]([CH3:57])[CH3:56])[C@@H:38]1[OH:58])(C(C)(C)C)(C1C=CC=CC=1)C1C=CC=CC=1.CO. The catalyst is C1COCC1.C(Cl)Cl. The yield is 0.925.